Task: Regression. Given a peptide amino acid sequence and an MHC pseudo amino acid sequence, predict their binding affinity value. This is MHC class I binding data.. Dataset: Peptide-MHC class I binding affinity with 185,985 pairs from IEDB/IMGT (1) The peptide sequence is RYPLTFGW. The MHC is HLA-A02:02 with pseudo-sequence HLA-A02:02. The binding affinity (normalized) is 0.0480. (2) The peptide sequence is SYMSTFPLF. The MHC is HLA-A24:03 with pseudo-sequence HLA-A24:03. The binding affinity (normalized) is 1.00. (3) The peptide sequence is RMIESRMSK. The MHC is HLA-B08:02 with pseudo-sequence HLA-B08:02. The binding affinity (normalized) is 0.0847. (4) The peptide sequence is DLIVTFRERY. The MHC is HLA-A11:01 with pseudo-sequence HLA-A11:01. The binding affinity (normalized) is 0.634. (5) The peptide sequence is LLRRRPYPL. The MHC is HLA-B35:01 with pseudo-sequence HLA-B35:01. The binding affinity (normalized) is 0.0847.